From a dataset of Full USPTO retrosynthesis dataset with 1.9M reactions from patents (1976-2016). Predict the reactants needed to synthesize the given product. (1) The reactants are: [Cl:1][C:2]1[CH:9]=[CH:8][C:5]([CH2:6][NH2:7])=[CH:4][C:3]=1[C:10]([F:13])([F:12])[F:11].C1([O:20][C:21](=O)[NH:22][C:23]2[C:32]3[C:27](=[CH:28][CH:29]=[C:30]([OH:33])[CH:31]=3)[CH:26]=[CH:25][CH:24]=2)C=CC=CC=1. Given the product [Cl:1][C:2]1[CH:9]=[CH:8][C:5]([CH2:6][NH:7][C:21]([NH:22][C:23]2[C:32]3[C:27](=[CH:28][CH:29]=[C:30]([OH:33])[CH:31]=3)[CH:26]=[CH:25][CH:24]=2)=[O:20])=[CH:4][C:3]=1[C:10]([F:11])([F:12])[F:13], predict the reactants needed to synthesize it. (2) Given the product [CH:41]1[C:18]2[C:19]3[C:10]([C:11]4[C:27]([C:26]=2[CH:44]=[CH:43][CH:42]=1)=[CH:28][CH:29]=[CH:17][CH:16]=4)=[CH:9][C:8]([C:25]1[CH:20]=[CH:21][C:22]([B:47]([OH:52])[OH:48])=[CH:23][CH:24]=1)=[C:5]1[C:6]=3[CH:7]=[CH:2][CH:3]=[CH:4]1, predict the reactants needed to synthesize it. The reactants are: Br[C:2]1[CH:7]=[CH:6][C:5]([C:8]2[CH:9]=[C:10]3[C:19](=[C:20]4[C:25]=2[CH:24]=[CH:23][CH:22]=[CH:21]4)[C:18]2[CH:26]=[CH:27][CH:28]=[CH:29][C:17]=2[C:16]2[C:11]3=CC=CC=2)=[CH:4][CH:3]=1.CCOCC.[CH3:41][CH2:42][CH2:43][CH2:44]CC.[CH2:41]([Li])[CH2:42][CH2:43][CH3:44].Cl.[B:47](OC(C)C)([O:52]C(C)C)[O:48]C(C)C. (3) Given the product [Br:1][C:2]1[C:3]([F:20])=[CH:4][C:5]2[O:6][C:7]3[C:8](=[CH:12][C:13]([O:16][CH3:17])=[CH:14][CH:15]=3)[C:9](=[O:11])[C:18]=2[CH:19]=1, predict the reactants needed to synthesize it. The reactants are: [Br:1][C:2]1[CH:19]=[CH:18][C:5]([O:6][C:7]2[CH:15]=[CH:14][C:13]([O:16][CH3:17])=[CH:12][C:8]=2[C:9]([OH:11])=O)=[CH:4][C:3]=1[F:20].S(=O)(=O)(O)O.BrC1C=CC2OC3C(=CC(OC)=CC=3)C(=O)C=2C=1F. (4) Given the product [Br:38][C:39]1[CH:48]=[CH:47][C:42]([C:43]([O:45][CH3:46])=[O:44])=[CH:41][C:40]=1[O:49][CH:2]([CH3:3])[CH3:1], predict the reactants needed to synthesize it. The reactants are: [CH3:1][CH:2](O)[CH3:3].C1(P(C2C=CC=CC=2)C2C=CC=CC=2)C=CC=CC=1.N(C(OC(C)C)=O)=NC(OC(C)C)=O.[Br:38][C:39]1[CH:48]=[CH:47][C:42]([C:43]([O:45][CH3:46])=[O:44])=[CH:41][C:40]=1[OH:49]. (5) Given the product [OH:8][C:9]1[CH:33]=[CH:32][C:12]2[N:13]([CH:26]([CH2:30][CH3:31])[C:27]([O:29][CH3:35])=[O:28])[C:14](=[N:16][C:17](=[O:25])[C:18]3[CH:23]=[CH:22][C:21]([CH3:24])=[CH:20][CH:19]=3)[S:15][C:11]=2[CH:10]=1, predict the reactants needed to synthesize it. The reactants are: [Si]([O:8][C:9]1[CH:33]=[CH:32][C:12]2[N:13]([CH:26]([CH2:30][CH3:31])[C:27]([O-:29])=[O:28])[C:14](=[N:16][C:17](=[O:25])[C:18]3[CH:23]=[CH:22][C:21]([CH3:24])=[CH:20][CH:19]=3)[S:15][C:11]=2[CH:10]=1)(C(C)(C)C)(C)C.[F-].[CH2:35]([N+](CCCC)(CCCC)CCCC)CCC. (6) Given the product [CH3:12][O:11][C:1]([C:2]1[NH:9][C:7](=[O:8])[NH:6][C:4](=[O:5])[C:3]=1[I:15])=[O:10], predict the reactants needed to synthesize it. The reactants are: [C:1]([O:11][CH3:12])(=[O:10])[C:2]1[NH:9][C:7](=[O:8])[NH:6][C:4](=[O:5])[CH:3]=1.II.[I:15](O)(=O)(=O)=O. (7) Given the product [Cl:34][C:29]1[CH:28]=[C:27]([NH:26][C:16]2[N:15]=[C:14]([NH:13][CH2:12][CH2:11][CH2:10][NH:9][C:5](=[O:7])[CH3:6])[C:19]([C:20]3[CH:21]=[N:22][CH:23]=[N:24][CH:25]=3)=[CH:18][N:17]=2)[CH:32]=[CH:31][C:30]=1[F:33], predict the reactants needed to synthesize it. The reactants are: C(O[C:5](=[O:7])[CH3:6])(=O)C.Cl.[NH2:9][CH2:10][CH2:11][CH2:12][NH:13][C:14]1[C:19]([C:20]2[CH:21]=[N:22][CH:23]=[N:24][CH:25]=2)=[CH:18][N:17]=[C:16]([NH:26][C:27]2[CH:32]=[CH:31][C:30]([F:33])=[C:29]([Cl:34])[CH:28]=2)[N:15]=1.C(N(CC)CC)C. (8) Given the product [OH:14][C@H:13]([C:15]1[C:16]([CH3:25])=[C:17]2[C:21](=[CH:22][CH:23]=1)[C:20](=[O:24])[O:19][CH2:18]2)[CH2:12][N:9]1[CH2:10][CH2:11][CH:7]([C:3]2([NH:2][C:35](=[O:36])[C:34]3[CH:38]=[CH:39][C:31]([N:26]4[CH:30]=[N:29][N:28]=[N:27]4)=[N:32][CH:33]=3)[CH2:4][CH2:5][CH2:6]2)[CH2:8]1, predict the reactants needed to synthesize it. The reactants are: Cl.[NH2:2][C:3]1([CH:7]2[CH2:11][CH2:10][N:9]([CH2:12][C@@H:13]([C:15]3[C:16]([CH3:25])=[C:17]4[C:21](=[CH:22][CH:23]=3)[C:20](=[O:24])[O:19][CH2:18]4)[OH:14])[CH2:8]2)[CH2:6][CH2:5][CH2:4]1.[N:26]1([C:31]2[CH:39]=[CH:38][C:34]([C:35](O)=[O:36])=[CH:33][N:32]=2)[CH:30]=[N:29][N:28]=[N:27]1. (9) Given the product [Br:16][C:17]1[C:18]([CH3:27])=[CH:19][C:20]([C:23]([F:24])([F:25])[F:26])=[CH:21][C:22]=1[CH:31]=[O:32], predict the reactants needed to synthesize it. The reactants are: CC1(C)CCCC(C)(C)N1.[Li]CCCC.[Br:16][C:17]1[CH:22]=[CH:21][C:20]([C:23]([F:26])([F:25])[F:24])=[CH:19][C:18]=1[CH3:27].CN([CH:31]=[O:32])C. (10) Given the product [Br:1][C:2]1[CH:3]=[C:4]2[C:5](=[CH:6][CH:7]=1)[N:8]([CH3:9])[CH2:10][CH2:11][NH:13]2, predict the reactants needed to synthesize it. The reactants are: [Br:1][C:2]1[CH:3]=[C:4]([NH2:13])[C:5]([N:8]([CH2:10][CH2:11]Cl)[CH3:9])=[CH:6][CH:7]=1.C(=O)([O-])[O-].[K+].[K+].